This data is from CYP1A2 inhibition data for predicting drug metabolism from PubChem BioAssay. The task is: Regression/Classification. Given a drug SMILES string, predict its absorption, distribution, metabolism, or excretion properties. Task type varies by dataset: regression for continuous measurements (e.g., permeability, clearance, half-life) or binary classification for categorical outcomes (e.g., BBB penetration, CYP inhibition). Dataset: cyp1a2_veith. (1) The result is 1 (inhibitor). The molecule is Cc1ccc(S(=O)(=O)NC(CC(C)C)C(=O)Oc2ccc3c4c(c(=O)oc3c2)CCC4)cc1. (2) The drug is Cc1ccc(S(=O)(=O)N2CCN(C(=O)C3COc4ccccc4O3)CC2)cc1C. The result is 0 (non-inhibitor).